Dataset: Forward reaction prediction with 1.9M reactions from USPTO patents (1976-2016). Task: Predict the product of the given reaction. (1) Given the reactants [CH3:1][C:2]1[N:7]=[C:6]([C:8]([O:10]C)=[O:9])[C:5]([C:12]2[S:13][CH:14]=[CH:15][N:16]=2)=[CH:4][CH:3]=1.[OH-].[Li+:18], predict the reaction product. The product is: [CH3:1][C:2]1[N:7]=[C:6]([C:8]([O-:10])=[O:9])[C:5]([C:12]2[S:13][CH:14]=[CH:15][N:16]=2)=[CH:4][CH:3]=1.[Li+:18]. (2) Given the reactants [F:1][C:2]([F:27])([F:26])[CH2:3][NH:4][C:5]([C:7]1([CH2:21][CH2:22][CH2:23][CH2:24]Br)[C:20]2[CH:19]=[CH:18][CH:17]=[CH:16][C:15]=2[O:14][C:13]2[C:8]1=[CH:9][CH:10]=[CH:11][CH:12]=2)=[O:6].[N:28]1([C:34]2[S:35][C:36]3[CH:42]=[CH:41][CH:40]=[CH:39][C:37]=3[N:38]=2)[CH2:33][CH2:32][NH:31][CH2:30][CH2:29]1, predict the reaction product. The product is: [F:1][C:2]([F:27])([F:26])[CH2:3][NH:4][C:5]([C:7]1([CH2:21][CH2:22][CH2:23][CH2:24][N:31]2[CH2:32][CH2:33][N:28]([C:34]3[S:35][C:36]4[CH:42]=[CH:41][CH:40]=[CH:39][C:37]=4[N:38]=3)[CH2:29][CH2:30]2)[C:20]2[CH:19]=[CH:18][CH:17]=[CH:16][C:15]=2[O:14][C:13]2[C:8]1=[CH:9][CH:10]=[CH:11][CH:12]=2)=[O:6]. (3) Given the reactants [Si:1]([O:8][CH2:9][C:10]1[N:11]([CH3:44])[C:12]2[C:17]([CH:18]=1)=[CH:16][C:15]1[C:19](=[N:32][CH2:33][C:34]3[CH:39]=[CH:38][C:37]([O:40][CH3:41])=[CH:36][C:35]=3[O:42][CH3:43])[CH2:20][CH2:21][CH2:22][CH2:23][N:24]([C:25]([O:27][C:28]([CH3:31])([CH3:30])[CH3:29])=[O:26])[C:14]=1[CH:13]=2)([C:4]([CH3:7])([CH3:6])[CH3:5])([CH3:3])[CH3:2].[CH:45]([C:54](OC)=[O:55])([C:50](OC)=[O:51])[C:46]([O:48][CH3:49])=[O:47], predict the reaction product. The product is: [Si:1]([O:8][CH2:9][C:10]1[N:11]([CH3:44])[C:12]2[CH:13]=[C:14]3[N:24]([C:25]([O:27][C:28]([CH3:31])([CH3:30])[CH3:29])=[O:26])[CH2:23][CH2:22][CH2:21][C:20]4[C:54]([OH:55])=[C:45]([C:46]([O:48][CH3:49])=[O:47])[C:50](=[O:51])[N:32]([CH2:33][C:34]5[CH:39]=[CH:38][C:37]([O:40][CH3:41])=[CH:36][C:35]=5[O:42][CH3:43])[C:19]=4[C:15]3=[CH:16][C:17]=2[CH:18]=1)([C:4]([CH3:5])([CH3:6])[CH3:7])([CH3:2])[CH3:3]. (4) The product is: [ClH:30].[ClH:30].[N:1]1([C:6]2[CH:23]=[CH:22][C:9]3[CH2:10][NH:11][CH2:12][CH2:13][O:14][C:8]=3[CH:7]=2)[CH2:5][CH2:4][CH2:3][CH2:2]1. Given the reactants [N:1]1([C:6]2[CH:23]=[CH:22][C:9]3[CH2:10][N:11](C(OC(C)(C)C)=O)[CH2:12][CH2:13][O:14][C:8]=3[CH:7]=2)[CH2:5][CH2:4][CH2:3][CH2:2]1.C(OCC)(=O)C.[ClH:30], predict the reaction product. (5) Given the reactants [C:1]([C:3]1[C:26](F)=[CH:25][CH:24]=[CH:23][C:4]=1[O:5][CH2:6][C:7]1([C:14]([NH:16][CH:17]2[CH2:22][CH2:21][CH2:20][CH2:19][CH2:18]2)=[O:15])[CH2:12][CH2:11][CH2:10][NH:9][C:8]1=[O:13])#[N:2].[NH3:28], predict the reaction product. The product is: [NH2:28][C:26]1[C:3]([C:1]#[N:2])=[C:4]([CH:23]=[CH:24][CH:25]=1)[O:5][CH2:6][C:7]1([C:14]([NH:16][CH:17]2[CH2:22][CH2:21][CH2:20][CH2:19][CH2:18]2)=[O:15])[CH2:12][CH2:11][CH2:10][NH:9][C:8]1=[O:13].